The task is: Predict the reaction yield, written as a fraction of the theoretical maximum amount of product (1.0 means a 100% yield; for example, 0.34 means a 34% yield).. This data is from Reaction yield outcomes from USPTO patents with 853,638 reactions. (1) The reactants are Cl[C:2]1[C:11]([CH:12]=[O:13])=[CH:10][C:9]2[C:4](=[CH:5][C:6]([F:15])=[C:7]([Cl:14])[CH:8]=2)[N:3]=1.[OH2:16]. The catalyst is Cl. The product is [Cl:14][C:7]1[CH:8]=[C:9]2[C:4](=[CH:5][C:6]=1[F:15])[NH:3][C:2](=[O:16])[C:11]([CH:12]=[O:13])=[CH:10]2. The yield is 0.930. (2) The reactants are [Br:1][C:2]1[CH:7]=[CH:6][C:5]([OH:8])=[CH:4][CH:3]=1.Br[CH2:10][C:11]([C:13]1[CH:18]=[CH:17][C:16]([Cl:19])=[CH:15][C:14]=1[Cl:20])=[O:12].C(=O)([O-])[O-].[K+].[K+].O. The catalyst is C(#N)C. The product is [Br:1][C:2]1[CH:7]=[CH:6][C:5]([O:8][CH2:10][C:11]([C:13]2[CH:18]=[CH:17][C:16]([Cl:19])=[CH:15][C:14]=2[Cl:20])=[O:12])=[CH:4][CH:3]=1. The yield is 0.740. (3) The reactants are [F:1][C:2]1[CH:7]=[C:6](F)[C:5]([F:9])=[CH:4][C:3]=1[N+:10]([O-:12])=[O:11].[CH2:13]([OH:20])[C:14]1[CH:19]=[CH:18][CH:17]=[CH:16][CH:15]=1.C(=O)([O-])[O-].[K+].[K+].O. The catalyst is CN(C)C=O. The product is [CH2:13]([O:20][C:6]1[CH:7]=[C:2]([F:1])[C:3]([N+:10]([O-:12])=[O:11])=[CH:4][C:5]=1[F:9])[C:14]1[CH:19]=[CH:18][CH:17]=[CH:16][CH:15]=1. The yield is 0.810.